Dataset: TCR-epitope binding with 47,182 pairs between 192 epitopes and 23,139 TCRs. Task: Binary Classification. Given a T-cell receptor sequence (or CDR3 region) and an epitope sequence, predict whether binding occurs between them. (1) The epitope is NEGVKAAW. The TCR CDR3 sequence is CASSITSGPYNEQFF. Result: 1 (the TCR binds to the epitope). (2) The epitope is ELAGIGILTV. The TCR CDR3 sequence is CASSGPGQDYGYTF. Result: 1 (the TCR binds to the epitope).